This data is from Peptide-MHC class II binding affinity with 134,281 pairs from IEDB. The task is: Regression. Given a peptide amino acid sequence and an MHC pseudo amino acid sequence, predict their binding affinity value. This is MHC class II binding data. (1) The peptide sequence is INKGILVTVNPIAST. The MHC is HLA-DQA10102-DQB10501 with pseudo-sequence HLA-DQA10102-DQB10501. The binding affinity (normalized) is 0.851. (2) The peptide sequence is YDVPDYASLRSLVAS. The MHC is DRB1_0701 with pseudo-sequence DRB1_0701. The binding affinity (normalized) is 0.595.